Dataset: Full USPTO retrosynthesis dataset with 1.9M reactions from patents (1976-2016). Task: Predict the reactants needed to synthesize the given product. (1) Given the product [Cl:1][C:2]1[CH:3]=[CH:4][C:5]([CH:8]2[C:12]3[N:13]([CH:22]([CH3:23])[CH3:24])[C:14]([CH:16]4[CH2:17][CH2:18][O:19][CH2:20][CH2:21]4)=[N:15][C:11]=3[C:10](=[O:25])[N:9]2[C:27]2[CH:28]=[C:29]([CH3:37])[C:30]3[N:31]([C:33]([CH3:36])=[N:34][N:35]=3)[N:32]=2)=[CH:6][CH:7]=1, predict the reactants needed to synthesize it. The reactants are: [Cl:1][C:2]1[CH:7]=[CH:6][C:5]([CH:8]2[C:12]3[N:13]([CH:22]([CH3:24])[CH3:23])[C:14]([CH:16]4[CH2:21][CH2:20][O:19][CH2:18][CH2:17]4)=[N:15][C:11]=3[C:10](=[O:25])[NH:9]2)=[CH:4][CH:3]=1.Cl[C:27]1[CH:28]=[C:29]([CH3:37])[C:30]2[N:31]([C:33]([CH3:36])=[N:34][N:35]=2)[N:32]=1.CC1(C)C2C(=C(P(C3C=CC=CC=3)C3C=CC=CC=3)C=CC=2)OC2C(P(C3C=CC=CC=3)C3C=CC=CC=3)=CC=CC1=2.C([O-])([O-])=O.[Cs+].[Cs+]. (2) Given the product [CH2:19]([N:8]1[CH2:9][CH:4]([CH:3]([F:2])[F:12])[CH:5]([OH:11])[CH:6]([OH:10])[CH2:7]1)[CH2:20][CH2:21][CH3:22], predict the reactants needed to synthesize it. The reactants are: Cl.[F:2][CH:3]([F:12])[C@H:4]1[CH2:9][NH:8][CH2:7][C@@H:6]([OH:10])[C@@H:5]1[OH:11].C([O-])([O-])=O.[K+].[K+].[CH2:19](Br)[CH2:20][CH2:21][CH3:22]. (3) Given the product [C:1]([C:3]1[C:4]([N:18]2[CH2:22][CH2:21][CH:20]([CH2:23][C:24](=[O:26])[NH:38][S:35]([CH2:34][CH2:33][C:27]3[CH:32]=[CH:31][CH:30]=[CH:29][CH:28]=3)(=[O:36])=[O:37])[CH2:19]2)=[N:5][C:6]([C:14]([F:15])([F:17])[F:16])=[C:7]([CH:8]=1)[C:9]([O:11][CH2:12][CH3:13])=[O:10])#[N:2], predict the reactants needed to synthesize it. The reactants are: [C:1]([C:3]1[C:4]([N:18]2[CH2:22][CH2:21][CH:20]([CH2:23][C:24]([OH:26])=O)[CH2:19]2)=[N:5][C:6]([C:14]([F:17])([F:16])[F:15])=[C:7]([C:9]([O:11][CH2:12][CH3:13])=[O:10])[CH:8]=1)#[N:2].[C:27]1([CH2:33][CH2:34][S:35]([NH2:38])(=[O:37])=[O:36])[CH:32]=[CH:31][CH:30]=[CH:29][CH:28]=1. (4) Given the product [CH2:1]([O:8][C:9]([N:11]([CH:28]([C:30]1[CH:35]=[C:34]([F:36])[C:33]([S:40]([CH3:39])(=[O:42])=[O:41])=[CH:32][C:31]=1[F:38])[CH3:29])[CH2:12][CH2:13][NH:14][CH:15]1[CH2:20][CH2:19][N:18]([C:21]([O:23][C:24]([CH3:27])([CH3:26])[CH3:25])=[O:22])[CH2:17][CH2:16]1)=[O:10])[C:2]1[CH:7]=[CH:6][CH:5]=[CH:4][CH:3]=1, predict the reactants needed to synthesize it. The reactants are: [CH2:1]([O:8][C:9]([N:11]([CH:28]([C:30]1[CH:35]=[C:34]([F:36])[C:33](Br)=[CH:32][C:31]=1[F:38])[CH3:29])[CH2:12][CH2:13][NH:14][CH:15]1[CH2:20][CH2:19][N:18]([C:21]([O:23][C:24]([CH3:27])([CH3:26])[CH3:25])=[O:22])[CH2:17][CH2:16]1)=[O:10])[C:2]1[CH:7]=[CH:6][CH:5]=[CH:4][CH:3]=1.[CH3:39][S:40]([O-:42])=[O:41].[Na+].C1(N)CCCCC1N.